From a dataset of Peptide-MHC class I binding affinity with 185,985 pairs from IEDB/IMGT. Regression. Given a peptide amino acid sequence and an MHC pseudo amino acid sequence, predict their binding affinity value. This is MHC class I binding data. (1) The peptide sequence is RKLGWWLKL. The MHC is HLA-A02:03 with pseudo-sequence HLA-A02:03. The binding affinity (normalized) is 0.0847. (2) The MHC is HLA-B40:02 with pseudo-sequence HLA-B40:02. The binding affinity (normalized) is 0. The peptide sequence is VHPVHAGPIA. (3) The binding affinity (normalized) is 0.0847. The MHC is HLA-B46:01 with pseudo-sequence HLA-B46:01. The peptide sequence is NSDPNTPDK. (4) The MHC is HLA-B58:01 with pseudo-sequence HLA-B58:01. The binding affinity (normalized) is 0.0847. The peptide sequence is APTLHRLGI. (5) The peptide sequence is FQPQNGKFI. The binding affinity (normalized) is 0.0258. The MHC is H-2-Kb with pseudo-sequence H-2-Kb. (6) The peptide sequence is LPCRIKQII. The MHC is HLA-B35:01 with pseudo-sequence HLA-B35:01. The binding affinity (normalized) is 0. (7) The peptide sequence is MQGAVDINR. The MHC is HLA-A11:01 with pseudo-sequence HLA-A11:01. The binding affinity (normalized) is 0.404. (8) The peptide sequence is IMDEPTSSL. The MHC is HLA-A31:01 with pseudo-sequence HLA-A31:01. The binding affinity (normalized) is 0.0847.